From a dataset of Forward reaction prediction with 1.9M reactions from USPTO patents (1976-2016). Predict the product of the given reaction. (1) The product is: [CH2:15]([N:11]1[CH2:12][CH2:13][CH2:14][C@H:10]1[C:9]([OH:19])=[O:8])[CH:16]1[O:18][CH2:17]1. Given the reactants C([O:8][C:9](=[O:19])[C@@H:10]1[CH2:14][CH2:13][CH2:12][N:11]1[CH2:15][CH:16]1[O:18][CH2:17]1)C1C=CC=CC=1.[Li+].[OH-].O, predict the reaction product. (2) Given the reactants [CH:1]1([CH2:7][N:8]2[C:16]3[C:11](=[CH:12][CH:13]=[CH:14][C:15]=3[O:17][CH3:18])[C:10]([C:19](=[S:21])[NH2:20])=[CH:9]2)[CH2:6][CH2:5][CH2:4][CH2:3][CH2:2]1.[CH2:22]([O:24][C:25](=[O:32])[C:26](=O)[CH:27](Cl)[CH2:28][CH3:29])[CH3:23], predict the reaction product. The product is: [CH2:22]([O:24][C:25]([C:26]1[N:20]=[C:19]([C:10]2[C:11]3[C:16](=[C:15]([O:17][CH3:18])[CH:14]=[CH:13][CH:12]=3)[N:8]([CH2:7][CH:1]3[CH2:2][CH2:3][CH2:4][CH2:5][CH2:6]3)[CH:9]=2)[S:21][C:27]=1[CH2:28][CH3:29])=[O:32])[CH3:23]. (3) Given the reactants [NH:1]1[CH2:6][CH2:5][CH2:4][CH2:3][CH2:2]1.[CH:7]1([N:13]=[C:14]=[O:15])[CH2:12][CH2:11][CH2:10][CH2:9][CH2:8]1, predict the reaction product. The product is: [CH:7]1([NH:13][C:14]([N:1]2[CH2:6][CH2:5][CH2:4][CH2:3][CH2:2]2)=[O:15])[CH2:12][CH2:11][CH2:10][CH2:9][CH2:8]1. (4) Given the reactants C(Cl)(=O)C(Cl)=O.[Cl:7][C:8]1[N:16]=[CH:15][C:14]([C:17]([F:20])([F:19])[F:18])=[CH:13][C:9]=1[C:10]([OH:12])=O.C(N(CC)C(C)C)(C)C.[F:30][C:31]1[CH:37]=[CH:36][C:34]([NH2:35])=[CH:33][CH:32]=1, predict the reaction product. The product is: [Cl:7][C:8]1[N:16]=[CH:15][C:14]([C:17]([F:20])([F:19])[F:18])=[CH:13][C:9]=1[C:10]([NH:35][C:34]1[CH:36]=[CH:37][C:31]([F:30])=[CH:32][CH:33]=1)=[O:12]. (5) Given the reactants [Cl:1][CH2:2][CH2:3][CH2:4][CH2:5][CH2:6][CH2:7][OH:8].[C:9]1([CH3:19])[CH:14]=[CH:13][C:12]([S:15](Cl)(=[O:17])=[O:16])=[CH:11][CH:10]=1, predict the reaction product. The product is: [C:9]1([CH3:19])[CH:14]=[CH:13][C:12]([S:15]([O:8][CH2:7][CH2:6][CH2:5][CH2:4][CH2:3][CH2:2][Cl:1])(=[O:17])=[O:16])=[CH:11][CH:10]=1.